The task is: Predict the reaction yield, written as a fraction of the theoretical maximum amount of product (1.0 means a 100% yield; for example, 0.34 means a 34% yield).. This data is from Reaction yield outcomes from USPTO patents with 853,638 reactions. (1) The reactants are [CH3:1][O:2][CH2:3][CH2:4][N:5]1[C:10]2=[N:11][C:12]([Sn](C)(C)C)=[CH:13][N:14]=[C:9]2[NH:8][CH2:7][C:6]1=[O:19].Br[C:21]1[C:22]([CH3:38])=[N:23][C:24]([C:27]2[N:31]=[CH:30][N:29](C3CCCCO3)[N:28]=2)=[CH:25][CH:26]=1.C1(C)C=CC=CC=1P(C1C=CC=CC=1C)C1C=CC=CC=1C.C(N(CC)CC)C. The catalyst is CN(C)C=O. The product is [CH3:1][O:2][CH2:3][CH2:4][N:5]1[C:10]2=[N:11][C:12]([C:21]3[C:22]([CH3:38])=[N:23][C:24]([C:27]4[NH:31][CH:30]=[N:29][N:28]=4)=[CH:25][CH:26]=3)=[CH:13][N:14]=[C:9]2[NH:8][CH2:7][C:6]1=[O:19]. The yield is 0.100. (2) The reactants are C([Li])CCC.C[C:7]([CH3:10])([O-:9])C.[K+].[F:12][C:13]1[CH:18]=[CH:17][C:16]([C:19]([F:22])([F:21])[F:20])=[CH:15][C:14]=1[O:23][CH2:24][O:25][CH3:26].[OH2:27].[O:28]1[CH2:32][CH2:31]CC1. No catalyst specified. The product is [F:12][C:13]1[C:14]([O:23][CH2:24][O:25][CH3:26])=[C:15]([C:32](=[O:28])[C:31]([O:9][CH2:7][CH3:10])=[O:27])[C:16]([C:19]([F:22])([F:21])[F:20])=[CH:17][CH:18]=1. The yield is 0.580. (3) The product is [ClH:81].[CH:1]1([N:4]2[CH2:5][CH2:6][N:7]([C:10]3[C:15]([C:16]4[CH:17]=[CH:18][C:19]5[C:20]6[NH:34][N:33]=[CH:32][C:21]=6[C:22](=[O:31])[N:23]([CH2:26][C:27]([F:28])([F:29])[F:30])[C:24]=5[CH:25]=4)=[CH:14][CH:13]=[CH:12][N:11]=3)[CH2:8][CH2:9]2)[CH2:3][CH2:2]1. The reactants are [CH:1]1([N:4]2[CH2:9][CH2:8][N:7]([C:10]3[C:15]([C:16]4[CH:17]=[CH:18][C:19]5[C:20]6[N:34](C7CCCCO7)[N:33]=[CH:32][C:21]=6[C:22](=[O:31])[N:23]([CH2:26][C:27]([F:30])([F:29])[F:28])[C:24]=5[CH:25]=4)=[CH:14][CH:13]=[CH:12][N:11]=3)[CH2:6][CH2:5]2)[CH2:3][CH2:2]1.C1(N2CCN(C3C(C4C=CC5C6NN(C7CCCCO7)CC=6C(=O)N(CC(F)(F)F)C=5C=4)=CC=CN=3)CC2)CC1.[ClH:81]. The yield is 0.700. No catalyst specified. (4) The reactants are N1CCCCC1.C1C2C(COC([NH:24][CH2:25][C:26]3[C:27]([CH3:42])=[CH:28][C:29]([NH:34][C:35](=[O:41])[O:36][C:37]([CH3:40])([CH3:39])[CH3:38])=[N:30][C:31]=3[CH2:32][OH:33])=O)C3C(=CC=CC=3)C=2C=CC=1. The catalyst is CN(C=O)C. The product is [NH2:24][CH2:25][C:26]1[C:27]([CH3:42])=[CH:28][C:29]([NH:34][C:35](=[O:41])[O:36][C:37]([CH3:38])([CH3:39])[CH3:40])=[N:30][C:31]=1[CH2:32][OH:33]. The yield is 0.800. (5) The reactants are [CH2:1]([NH:3][S:4]([C:7]1[CH:12]=[CH:11][CH:10]=[C:9]([CH3:13])[C:8]=1[C:14]#[N:15])(=[O:6])=[O:5])[CH3:2].C(O[C:20](=[O:22])[CH3:21])(=O)C. The catalyst is C(#N)C.CN(C)C1C=CN=CC=1. The product is [C:20]([N:3]([CH2:1][CH3:2])[S:4]([C:7]1[CH:12]=[CH:11][CH:10]=[C:9]([CH3:13])[C:8]=1[C:14]#[N:15])(=[O:6])=[O:5])(=[O:22])[CH3:21]. The yield is 0.900. (6) The reactants are [C:1]([O:4][C@@H:5]1[C@@H:10]([O:11][C:12](=[O:14])[CH3:13])[C@H:9]([O:15][C:16](=[O:18])[CH3:17])[CH2:8][S:7][CH:6]1Br)(=[O:3])[CH3:2].[OH:20][C:21]1[C:29]2[O:28][CH:27]=[CH:26][C:25]=2[CH:24]=[CH:23][CH:22]=1. No catalyst specified. The product is [C:1]([O:4][C@@H:5]1[C@@H:10]([O:11][C:12](=[O:14])[CH3:13])[C@H:9]([O:15][C:16](=[O:18])[CH3:17])[CH2:8][S:7][C@H:6]1[O:20][C:21]1[C:29]2[O:28][CH:27]=[CH:26][C:25]=2[CH:24]=[CH:23][CH:22]=1)(=[O:3])[CH3:2]. The yield is 0.140. (7) The reactants are [C:1]([CH:5]1[CH2:13][C:12]2[C:7](=[CH:8][CH:9]=[CH:10][CH:11]=2)[NH:6]1)([CH3:4])([CH3:3])[CH3:2].[N+:14]([O-])([O-:16])=[O:15].[K+].C([O-])([O-])=O.[Na+].[Na+]. The catalyst is OS(O)(=O)=O. The product is [C:1]([CH:5]1[CH2:13][C:12]2[C:7](=[CH:8][C:9]([N+:14]([O-:16])=[O:15])=[CH:10][CH:11]=2)[NH:6]1)([CH3:4])([CH3:2])[CH3:3]. The yield is 0.310. (8) The reactants are [CH:1]1([C:5](=O)[CH2:6][C:7]([O:9]C)=O)[CH2:4][CH2:3][CH2:2]1.[CH3:12][C:13]([CH3:18])([CH3:17])[C:14]([NH2:16])=[NH:15].C[O-].[Na+]. The catalyst is CO. The product is [C:13]([C:14]1[N:16]=[C:7]([OH:9])[CH:6]=[C:5]([CH:1]2[CH2:2][CH2:3][CH2:4]2)[N:15]=1)([CH3:18])([CH3:17])[CH3:12]. The yield is 0.660. (9) The reactants are [C:1]([C:5]1[C:15]([F:16])=[CH:14][C:8]([O:9][CH2:10][C:11]([OH:13])=O)=[CH:7][C:6]=1[F:17])([CH3:4])([CH3:3])[CH3:2].[Cl-].ClC1N(C)CC[NH+]1C.Cl.[NH2:28][C@@H:29]([C:31]1[CH:36]=[CH:35][C:34]([NH:37][S:38]([CH3:41])(=[O:40])=[O:39])=[CH:33][CH:32]=1)[CH3:30]. The catalyst is C(N(CC)CC)C. The product is [C:1]([C:5]1[C:6]([F:17])=[CH:7][C:8]([O:9][CH2:10][C:11]([NH:28][C@@H:29]([C:31]2[CH:32]=[CH:33][C:34]([NH:37][S:38]([CH3:41])(=[O:40])=[O:39])=[CH:35][CH:36]=2)[CH3:30])=[O:13])=[CH:14][C:15]=1[F:16])([CH3:2])([CH3:3])[CH3:4]. The yield is 0.630. (10) The reactants are N[C:2]1[CH:9]=[CH:8][CH:7]=[C:6]([O:10][CH:11]([F:13])[F:12])[C:3]=1[C:4]#[N:5].[ClH:14].N([O-])=O.[Na+].[S:19](=[O:21])=[O:20]. The catalyst is C(O)(=O)C.O. The product is [C:4]([C:3]1[C:6]([O:10][CH:11]([F:13])[F:12])=[CH:7][CH:8]=[CH:9][C:2]=1[S:19]([Cl:14])(=[O:21])=[O:20])#[N:5]. The yield is 0.910.